This data is from Forward reaction prediction with 1.9M reactions from USPTO patents (1976-2016). The task is: Predict the product of the given reaction. (1) Given the reactants Cl[C:2]1[N:10]=[CH:9][C:8]2[NH:7][C:6]3[N:11]=[CH:12][C:13]([O:16][CH2:17][CH2:18][O:19][CH3:20])=[C:14](I)[C:5]=3[C:4]=2[CH:3]=1.[CH3:21][N:22]([CH3:43])[CH2:23][CH2:24][NH:25][C:26](=[O:42])[C:27]1[CH:32]=[CH:31][C:30](B2OC(C)(C)C(C)(C)O2)=[CH:29][CH:28]=1.C(=O)([O-])[O-].[Cs+].[Cs+].O, predict the reaction product. The product is: [CH3:43][N:22]([CH3:21])[CH2:23][CH2:24][NH:25][C:26](=[O:42])[C:27]1[CH:28]=[CH:29][C:30]([C:14]2[C:13]([O:16][CH2:17][CH2:18][O:19][CH3:20])=[CH:12][N:11]=[C:6]3[NH:7][C:8]4[C:4]([C:5]=23)=[CH:3][C:2]([C:8]2[CH:9]=[N:10][CH:2]=[CH:3][CH:4]=2)=[N:10][CH:9]=4)=[CH:31][CH:32]=1. (2) Given the reactants [F:1][CH:2]([F:15])[O:3][C:4]1[N:8]([CH3:9])[N:7]=[C:6]([C:10]([F:13])([F:12])[F:11])[C:5]=1[CH3:14].S(Cl)([Cl:19])(=O)=O.N(C(C)(C)C#N)=NC(C)(C)C#N.O, predict the reaction product. The product is: [Cl:19][CH2:14][C:5]1[C:6]([C:10]([F:13])([F:12])[F:11])=[N:7][N:8]([CH3:9])[C:4]=1[O:3][CH:2]([F:1])[F:15]. (3) Given the reactants [CH2:1]([C@@H:6]1[CH2:10][CH2:9][CH2:8][C@H:7]1[OH:11])[CH2:2][CH2:3][CH:4]=[CH2:5].[C:12](OC=C)(=[O:14])[CH3:13], predict the reaction product. The product is: [C:12]([O:11][C@@H:7]1[CH2:8][CH2:9][CH2:10][C@H:6]1[CH2:1][CH2:2][CH2:3][CH:4]=[CH2:5])(=[O:14])[CH3:13]. (4) The product is: [Cl:25][C:26]1[CH:27]=[C:28]([NH:32][CH2:33][C:16]([NH:15][CH2:14][C:13]2[CH:12]=[CH:11][C:10]([C:4]3[C:5]4[CH:9]=[CH:8][NH:7][C:6]=4[N:1]=[CH:2][N:3]=3)=[CH:24][CH:23]=2)=[O:22])[CH:29]=[CH:30][CH:31]=1. Given the reactants [N:1]1[C:6]2[NH:7][CH:8]=[CH:9][C:5]=2[C:4]([C:10]2[CH:24]=[CH:23][C:13]([CH2:14][NH:15][C:16](=[O:22])OC(C)(C)C)=[CH:12][CH:11]=2)=[N:3][CH:2]=1.[Cl:25][C:26]1[CH:27]=[C:28]([NH:32][CH2:33]C(O)=O)[CH:29]=[CH:30][CH:31]=1.CCN(C(C)C)C(C)C.CN(C(ON1N=NC2C=CC=NC1=2)=[N+](C)C)C.F[P-](F)(F)(F)(F)F, predict the reaction product. (5) Given the reactants [C:1]([C:5]1[N:10]=[CH:9][C:8]([C:11]2[N:12]([C:32](Cl)=[O:33])[C@@:13]([C:25]3[CH:30]=[CH:29][C:28]([Cl:31])=[CH:27][CH:26]=3)([CH3:24])[C@@:14]([C:17]3[CH:22]=[CH:21][C:20]([Cl:23])=[CH:19][CH:18]=3)([CH3:16])[N:15]=2)=[C:7]([O:35][CH2:36][CH3:37])[CH:6]=1)([CH3:4])([CH3:3])[CH3:2].[CH2:38]([N:40]([CH2:47][CH3:48])[CH:41]1[CH2:46][CH2:45][NH:44][CH2:43][CH2:42]1)[CH3:39], predict the reaction product. The product is: [C:1]([C:5]1[N:10]=[CH:9][C:8]([C:11]2[N:12]([C:32]([N:44]3[CH2:45][CH2:46][CH:41]([N:40]([CH2:47][CH3:48])[CH2:38][CH3:39])[CH2:42][CH2:43]3)=[O:33])[C@@:13]([C:25]3[CH:26]=[CH:27][C:28]([Cl:31])=[CH:29][CH:30]=3)([CH3:24])[C@@:14]([C:17]3[CH:22]=[CH:21][C:20]([Cl:23])=[CH:19][CH:18]=3)([CH3:16])[N:15]=2)=[C:7]([O:35][CH2:36][CH3:37])[CH:6]=1)([CH3:4])([CH3:2])[CH3:3]. (6) Given the reactants [F:1][C:2]([F:18])([F:17])[C:3]1[CH:4]=[C:5]([CH:14]=[CH:15][CH:16]=1)[CH2:6][CH:7]1[S:11][C:10]([NH2:12])=[N:9][C:8]1=[O:13].[C:19]1([N:25]=[C:26]=[O:27])[CH:24]=[CH:23][CH:22]=[CH:21][CH:20]=1, predict the reaction product. The product is: [F:18][C:2]([F:1])([F:17])[C:3]1[CH:4]=[C:5]([CH:14]=[CH:15][CH:16]=1)[CH2:6][CH:7]1[S:11][C:10](=[N:12][C:26]([NH:25][C:19]2[CH:24]=[CH:23][CH:22]=[CH:21][CH:20]=2)=[O:27])[NH:9][C:8]1=[O:13]. (7) Given the reactants O[C:2]1[CH:7]=[CH:6][N:5]2[N:8]=[CH:9][C:10]([C:11]([O:13][CH2:14][CH3:15])=[O:12])=[C:4]2[N:3]=1.CN([P+](ON1N=NC2C=CC=CC1=2)(N(C)C)N(C)C)C.F[P-](F)(F)(F)(F)F.FC(F)(F)C(O)=O.[Si:50]([O:57][CH:58]1[CH2:62][NH:61][C@@H:60]([C:63]2[CH:68]=[C:67]([F:69])[CH:66]=[CH:65][C:64]=2[O:70][CH3:71])[CH2:59]1)([C:53]([CH3:56])([CH3:55])[CH3:54])([CH3:52])[CH3:51].C(N(CC)C(C)C)(C)C, predict the reaction product. The product is: [Si:50]([O:57][CH:58]1[CH2:62][N:61]([C:2]2[CH:7]=[CH:6][N:5]3[N:8]=[CH:9][C:10]([C:11]([O:13][CH2:14][CH3:15])=[O:12])=[C:4]3[N:3]=2)[C@@H:60]([C:63]2[CH:68]=[C:67]([F:69])[CH:66]=[CH:65][C:64]=2[O:70][CH3:71])[CH2:59]1)([C:53]([CH3:56])([CH3:55])[CH3:54])([CH3:51])[CH3:52].